Dataset: Retrosynthesis with 50K atom-mapped reactions and 10 reaction types from USPTO. Task: Predict the reactants needed to synthesize the given product. (1) Given the product C=C(CCCO)c1ccc(C(=O)OC)cc1, predict the reactants needed to synthesize it. The reactants are: C=C(CCCOC(C)=O)c1ccc(C(=O)OC)cc1. (2) The reactants are: COc1ccc(Cn2ncc3c4c(cnc32)CN(C(=O)Cc2ccccc2)CC4)cc1. Given the product O=C(Cc1ccccc1)N1CCc2c(cnc3[nH]ncc23)C1, predict the reactants needed to synthesize it.